Dataset: Catalyst prediction with 721,799 reactions and 888 catalyst types from USPTO. Task: Predict which catalyst facilitates the given reaction. (1) Reactant: [Br:1][C:2]1[C:3]([CH2:9]Br)=[N:4][C:5]([F:8])=[CH:6][CH:7]=1.[CH3:11][O:12][C:13]1[CH:20]=[CH:19][C:16]([CH2:17][NH2:18])=[CH:15][CH:14]=1. Product: [Br:1][C:2]1[C:3]([CH2:9][NH:18][CH2:17][C:16]2[CH:19]=[CH:20][C:13]([O:12][CH3:11])=[CH:14][CH:15]=2)=[N:4][C:5]([F:8])=[CH:6][CH:7]=1. The catalyst class is: 4. (2) Reactant: [CH:1]1([CH:6]([C:10]2[CH:15]=[CH:14][C:13]([CH2:16][N:17]3[CH2:25][C:24]4[C:19](=[CH:20][CH:21]=[CH:22][CH:23]=4)[C:18]3=[O:26])=[CH:12][CH:11]=2)[C:7](O)=[O:8])[CH2:5][CH2:4][CH2:3][CH2:2]1.N1C=CC=CC=1.[NH2:33][C:34]1[CH:35]=[C:36]([CH:48]=[CH:49][CH:50]=1)[CH2:37][C:38]1([C:41]([O:43][C:44]([CH3:47])([CH3:46])[CH3:45])=[O:42])[CH2:40][CH2:39]1. Product: [CH:1]1([CH:6]([C:10]2[CH:15]=[CH:14][C:13]([CH2:16][N:17]3[CH2:25][C:24]4[C:19](=[CH:20][CH:21]=[CH:22][CH:23]=4)[C:18]3=[O:26])=[CH:12][CH:11]=2)[C:7]([NH:33][C:34]2[CH:35]=[C:36]([CH:48]=[CH:49][CH:50]=2)[CH2:37][C:38]2([C:41]([O:43][C:44]([CH3:47])([CH3:45])[CH3:46])=[O:42])[CH2:40][CH2:39]2)=[O:8])[CH2:5][CH2:4][CH2:3][CH2:2]1. The catalyst class is: 618. (3) Reactant: [CH3:1][N:2]1[CH:6]=[C:5]([C:7]2[CH:8]=[C:9]3[C:15]([C:16]([NH:18][NH2:19])=[O:17])=[CH:14][NH:13][C:10]3=[N:11][CH:12]=2)[CH:4]=[N:3]1.Cl.[F:21][C:22]1[CH:27]=[CH:26][C:25]([CH:28]([OH:34])[C:29](=N)OCC)=[CH:24][CH:23]=1. Product: [F:21][C:22]1[CH:27]=[CH:26][C:25]([CH:28]([C:29]2[O:17][C:16]([C:15]3[C:9]4[C:10](=[N:11][CH:12]=[C:7]([C:5]5[CH:4]=[N:3][N:2]([CH3:1])[CH:6]=5)[CH:8]=4)[NH:13][CH:14]=3)=[N:18][N:19]=2)[OH:34])=[CH:24][CH:23]=1. The catalyst class is: 8. (4) Reactant: [OH:1][C:2]1[CH:14]=[CH:13][C:12]([N+:15]([O-:17])=[O:16])=[CH:11][C:3]=1[C:4]([O:6][C:7]([CH3:10])([CH3:9])[CH3:8])=[O:5].[F:18][C:19]1[CH:24]=[CH:23][C:22]([CH:25]([C:27]2[CH:32]=[CH:31][C:30]([F:33])=[CH:29][CH:28]=2)O)=[CH:21][CH:20]=1.C1(P(C2C=CC=CC=2)C2C=CC=CC=2)C=CC=CC=1. Product: [F:18][C:19]1[CH:20]=[CH:21][C:22]([CH:25]([C:27]2[CH:32]=[CH:31][C:30]([F:33])=[CH:29][CH:28]=2)[O:1][C:2]2[CH:14]=[CH:13][C:12]([N+:15]([O-:17])=[O:16])=[CH:11][C:3]=2[C:4]([O:6][C:7]([CH3:10])([CH3:9])[CH3:8])=[O:5])=[CH:23][CH:24]=1. The catalyst class is: 10.